Task: Predict which catalyst facilitates the given reaction.. Dataset: Catalyst prediction with 721,799 reactions and 888 catalyst types from USPTO (1) Reactant: [Cl:1][C:2]1[C:7]([N+:8]([O-])=O)=[C:6]([NH:11][C:12](OCC)=[O:13])[N:5]=[C:4]([NH:17][C:18]([O:20][CH2:21][CH3:22])=[O:19])[CH:3]=1. Product: [CH2:21]([O:20][C:18](=[O:19])[NH:17][C:4]1[N:5]=[C:6]2[NH:11][C:12](=[O:13])[NH:8][C:7]2=[C:2]([Cl:1])[CH:3]=1)[CH3:22]. The catalyst class is: 181. (2) Reactant: [C:1]([O:9][CH2:10][CH2:11][O:12][CH2:13][CH2:14][N:15]1[C:23]2[C:22](Cl)=[N:21][CH:20]=[N:19][C:18]=2[CH:17]=[CH:16]1)(=[O:8])[C:2]1[CH:7]=[CH:6][CH:5]=[CH:4][CH:3]=1.[NH2:25][C:26]1[CH:46]=[CH:45][C:29]([O:30][C:31]2[CH:32]=[C:33]([CH:38]=[C:39]([C:41]([F:44])([F:43])[F:42])[CH:40]=2)[C:34]([O:36][CH3:37])=[O:35])=[C:28]([Cl:47])[CH:27]=1. Product: [C:1]([O:9][CH2:10][CH2:11][O:12][CH2:13][CH2:14][N:15]1[C:23]2[C:22]([NH:25][C:26]3[CH:46]=[CH:45][C:29]([O:30][C:31]4[CH:32]=[C:33]([CH:38]=[C:39]([C:41]([F:42])([F:43])[F:44])[CH:40]=4)[C:34]([O:36][CH3:37])=[O:35])=[C:28]([Cl:47])[CH:27]=3)=[N:21][CH:20]=[N:19][C:18]=2[CH:17]=[CH:16]1)(=[O:8])[C:2]1[CH:7]=[CH:6][CH:5]=[CH:4][CH:3]=1. The catalyst class is: 32.